This data is from Reaction yield outcomes from USPTO patents with 853,638 reactions. The task is: Predict the reaction yield, written as a fraction of the theoretical maximum amount of product (1.0 means a 100% yield; for example, 0.34 means a 34% yield). (1) The reactants are [NH2:1][C:2]1[N:7]=[CH:6][N:5]=[C:4]2[N:8]([C@@H:12]3[CH2:17][CH2:16][CH2:15][N:14]([C:18]([O:20][C:21]([CH3:24])([CH3:23])[CH3:22])=[O:19])[CH2:13]3)[N:9]=[C:10](I)[C:3]=12.[Cl-].B([C:29]1[CH:34]=[CH:33][C:32]([NH3+:35])=[CH:31][CH:30]=1)(O)O.COCCOC.C(=O)([O-])[O-].[Na+].[Na+]. The catalyst is C1C=CC([P]([Pd]([P](C2C=CC=CC=2)(C2C=CC=CC=2)C2C=CC=CC=2)([P](C2C=CC=CC=2)(C2C=CC=CC=2)C2C=CC=CC=2)[P](C2C=CC=CC=2)(C2C=CC=CC=2)C2C=CC=CC=2)(C2C=CC=CC=2)C2C=CC=CC=2)=CC=1.O. The product is [NH2:1][C:2]1[N:7]=[CH:6][N:5]=[C:4]2[N:8]([C@@H:12]3[CH2:17][CH2:16][CH2:15][N:14]([C:18]([O:20][C:21]([CH3:24])([CH3:23])[CH3:22])=[O:19])[CH2:13]3)[N:9]=[C:10]([C:29]3[CH:34]=[CH:33][C:32]([NH2:35])=[CH:31][CH:30]=3)[C:3]=12. The yield is 0.810. (2) The reactants are [NH2:1][C:2]1[C:11]2[C:6](=[C:7](Br)[CH:8]=[CH:9][CH:10]=2)[N:5]=[N:4][C:3]=1[C:13]([NH:15][CH2:16][CH2:17][CH3:18])=[O:14].[CH3:19][S:20]([C:23]1[CH:24]=[C:25](B(O)O)[CH:26]=[CH:27][CH:28]=1)(=[O:22])=[O:21]. No catalyst specified. The product is [NH2:1][C:2]1[C:11]2[C:6](=[C:7]([C:27]3[CH:26]=[CH:25][CH:24]=[C:23]([S:20]([CH3:19])(=[O:22])=[O:21])[CH:28]=3)[CH:8]=[CH:9][CH:10]=2)[N:5]=[N:4][C:3]=1[C:13]([NH:15][CH2:16][CH2:17][CH3:18])=[O:14]. The yield is 0.830. (3) The yield is 1.00. The catalyst is O1CCCC1. The product is [F:20][C:5]1[C:4]([CH2:3][OH:2])=[CH:9][CH:8]=[C:7]([NH:10][CH2:11][C:12]2[CH:17]=[CH:16][C:15]([O:18][CH3:19])=[CH:14][CH:13]=2)[N:6]=1. The reactants are C[O:2][C:3](=O)[C:4]1[CH:9]=[CH:8][C:7]([NH:10][CH2:11][C:12]2[CH:17]=[CH:16][C:15]([O:18][CH3:19])=[CH:14][CH:13]=2)=[N:6][C:5]=1[F:20].[H-].[Al+3].[Li+].[H-].[H-].[H-]. (4) The reactants are N[C:2]1[C:10]([O:11]C)=[CH:9][CH:8]=[CH:7][C:3]=1C(O)=O.[CH3:13][Mg]Br.[N].[Cl-].[NH4+].[C:19]([N:26]1[CH:30]=[CH:29]N=C1)(N1C=CN=C1)=[O:20].C1C[O:34][CH2:33]C1. The catalyst is C(OCC)(=O)C. The product is [CH3:33][O:34][C:29]1[C:30]2[NH:26][C:19](=[O:20])[O:11][C:10]([CH3:2])([CH3:13])[C:9]=2[CH:8]=[CH:7][CH:3]=1. The yield is 0.560. (5) The product is [F:1][C:2]1[CH:7]=[CH:6][CH:5]=[CH:4][C:3]=1[C:8]1[N:9]=[C:10]([C@H:13]2[CH2:18][CH2:17][CH2:16][N:15]([C:23]([C:22]3[CH:26]=[CH:27][N:28]=[C:20]([F:19])[CH:21]=3)=[O:24])[CH2:14]2)[O:11][CH:12]=1. The yield is 0.730. No catalyst specified. The reactants are [F:1][C:2]1[CH:7]=[CH:6][CH:5]=[CH:4][C:3]=1[C:8]1[N:9]=[C:10]([C@H:13]2[CH2:18][CH2:17][CH2:16][NH:15][CH2:14]2)[O:11][CH:12]=1.[F:19][C:20]1[CH:21]=[C:22]([CH:26]=[CH:27][N:28]=1)[C:23](O)=[O:24]. (6) The reactants are CO[C:3]([C:5]1[NH:6][N:7]=[C:8]([O:10][CH2:11][C:12]2[C:13]([C:18]3[CH:23]=[CH:22][C:21]([F:24])=[CH:20][N:19]=3)=[N:14][O:15][C:16]=2[CH3:17])[CH:9]=1)=[O:4].[CH:25]([NH2:28])([CH3:27])[CH3:26]. No catalyst specified. The product is [CH:25]([NH:28][C:3]([C:5]1[NH:6][N:7]=[C:8]([O:10][CH2:11][C:12]2[C:13]([C:18]3[CH:23]=[CH:22][C:21]([F:24])=[CH:20][N:19]=3)=[N:14][O:15][C:16]=2[CH3:17])[CH:9]=1)=[O:4])([CH3:27])[CH3:26]. The yield is 0.290.